Task: Predict the reactants needed to synthesize the given product.. Dataset: Full USPTO retrosynthesis dataset with 1.9M reactions from patents (1976-2016) (1) Given the product [C:8]12([NH:18][CH2:6][C:2]3[NH:1][CH:5]=[CH:4][CH:3]=3)[CH2:15][CH:14]3[CH2:13][CH:12]([CH2:11][CH:10]([CH2:16]3)[CH2:9]1)[CH2:17]2, predict the reactants needed to synthesize it. The reactants are: [NH:1]1[CH:5]=[CH:4][CH:3]=[C:2]1[CH:6]=O.[C:8]12([NH2:18])[CH2:17][CH:12]3[CH2:13][CH:14]([CH2:16][CH:10]([CH2:11]3)[CH2:9]1)[CH2:15]2. (2) Given the product [N+:1]([C:4]1[CH:5]=[CH:6][C:7]([C:10]2[O:14][N:13]=[CH:12][C:11]=2[CH2:15][OH:16])=[CH:8][CH:9]=1)([O-:3])=[O:2], predict the reactants needed to synthesize it. The reactants are: [N+:1]([C:4]1[CH:9]=[CH:8][C:7]([C:10]2[O:14][N:13]=[CH:12][C:11]=2[C:15](OCC)=[O:16])=[CH:6][CH:5]=1)([O-:3])=[O:2].[H-].C([Al+]CC(C)C)C(C)C.Cl.